Predict the product of the given reaction. From a dataset of Forward reaction prediction with 1.9M reactions from USPTO patents (1976-2016). (1) Given the reactants [F:1][C:2]1[C:3]([C:9]2[CH:10]=[C:11]([C:16]3[CH:17]=[C:18]([C:22]4[CH:27]=[CH:26][CH:25]=[CH:24][C:23]=4[F:28])[N:19]=[N:20][CH:21]=3)[CH:12]=[CH:13][C:14]=2[F:15])=[N:4][CH:5]=[C:6]([F:8])[CH:7]=1.ClC1C=CC=C(C(OO)=[O:37])C=1.C(=O)([O-])[O-].[Na+].[Na+], predict the reaction product. The product is: [F:1][C:2]1[C:3]([C:9]2[CH:10]=[C:11]([C:16]3[CH:17]=[C:18]([C:22]4[CH:27]=[CH:26][CH:25]=[CH:24][C:23]=4[F:28])[N:19]=[N+:20]([O-:37])[CH:21]=3)[CH:12]=[CH:13][C:14]=2[F:15])=[N:4][CH:5]=[C:6]([F:8])[CH:7]=1. (2) Given the reactants [NH2:1][C:2]1[C:7]([NH2:8])=[CH:6][CH:5]=[CH:4][N:3]=1.[C:9](O)(=O)[CH2:10][OH:11].O, predict the reaction product. The product is: [OH:11][CH2:10][C:9]1[NH:8][C:7]2[CH:6]=[CH:5][CH:4]=[N:3][C:2]=2[N:1]=1. (3) Given the reactants BrC1[CH:3]=[C:4]2[C:9](=CC=1)CC(=O)C[CH2:5]2.[BH3-][C:14]#[N:15].[Na+].Br[C:18]1[CH:19]=[C:20]2[C:25](=[CH:26][CH:27]=1)[CH2:24][CH:23]([NH2:28])[CH2:22][CH2:21]2, predict the reaction product. The product is: [C:4]([NH:15][CH2:14][C:18]1[CH:19]=[C:20]2[C:25](=[CH:26][CH:27]=1)[CH2:24][CH:23]([NH2:28])[CH2:22][CH2:21]2)([CH3:9])([CH3:5])[CH3:3]. (4) Given the reactants [OH:1][CH:2]1[CH2:6][N:5]([C:7]([O:9][CH2:10][C:11]2[CH:16]=[CH:15][CH:14]=[CH:13][CH:12]=2)=[O:8])[CH2:4][CH:3]1[C:17]([OH:19])=O.CN(C(ON1N=NC2C=CC=NC1=2)=[N+](C)C)C.F[P-](F)(F)(F)(F)F.[NH:44]1[C:52]2[C:47](=[C:48]([C:53]3[CH:54]=[C:55]([NH2:62])[C:56]4[CH:57]=[N:58][NH:59][C:60]=4[CH:61]=3)[CH:49]=[CH:50][CH:51]=2)[CH:46]=[CH:45]1.CCN(C(C)C)C(C)C, predict the reaction product. The product is: [OH:1][CH:2]1[CH:3]([C:17]([NH:62][C:55]2[CH:54]=[C:53]([C:48]3[CH:49]=[CH:50][CH:51]=[C:52]4[C:47]=3[CH:46]=[CH:45][NH:44]4)[CH:61]=[C:60]3[C:56]=2[CH:57]=[N:58][NH:59]3)=[O:19])[CH2:4][N:5]([C:7]([O:9][CH2:10][C:11]2[CH:12]=[CH:13][CH:14]=[CH:15][CH:16]=2)=[O:8])[CH2:6]1. (5) Given the reactants [N:1]1[CH:6]=[CH:5][CH:4]=[C:3]([C:7]2[C:15]3[O:14][CH:13]([CH2:16][NH:17]C(=O)OCC4C=CC=CC=4)[CH2:12][C:11]=3[CH:10]=[CH:9][CH:8]=2)[CH:2]=1.C[Si](I)(C)C, predict the reaction product. The product is: [N:1]1[CH:6]=[CH:5][CH:4]=[C:3]([C:7]2[C:15]3[O:14][CH:13]([CH2:16][NH2:17])[CH2:12][C:11]=3[CH:10]=[CH:9][CH:8]=2)[CH:2]=1. (6) Given the reactants C[O:2][C:3](=O)[C:4]1[CH:9]=[CH:8][C:7]([N:10]2[CH:14]=[C:13]([C:15]3[C:16]([C:24]4[CH:29]=[CH:28][CH:27]=[CH:26][CH:25]=4)=[N:17][O:18][C:19]=3[C:20]([F:23])([F:22])[F:21])[N:12]=[CH:11]2)=[N:6][CH:5]=1.[NH:31]1[CH2:36][CH2:35][S:34][CH2:33][CH2:32]1, predict the reaction product. The product is: [C:24]1([C:16]2[C:15]([C:13]3[N:12]=[CH:11][N:10]([C:7]4[N:6]=[CH:5][C:4]([C:3]([N:31]5[CH2:36][CH2:35][S:34][CH2:33][CH2:32]5)=[O:2])=[CH:9][CH:8]=4)[CH:14]=3)=[C:19]([C:20]([F:22])([F:23])[F:21])[O:18][N:17]=2)[CH:25]=[CH:26][CH:27]=[CH:28][CH:29]=1. (7) Given the reactants SC1C=C2C(=CC=1)NC(=O)C2.[CH3:12][C:13]1[CH:21]=[CH:20][CH:19]=[C:18]2[C:14]=1[CH2:15][C:16](=[O:22])[NH:17]2.[Cl:23][S:24](O)(=[O:26])=[O:25], predict the reaction product. The product is: [Cl:23][S:24]([C:21]1[C:13]([CH3:12])=[C:14]2[C:18](=[CH:19][CH:20]=1)[NH:17][C:16](=[O:22])[CH2:15]2)(=[O:26])=[O:25]. (8) Given the reactants Cl[C:2]1[C:7]([N+:8]([O-:10])=[O:9])=[CH:6][CH:5]=[CH:4][N:3]=1.[CH:11]([C:13]1[CH:18]=[CH:17][C:16](B(O)O)=[CH:15][CH:14]=1)=[CH2:12].C(=O)([O-])[O-].[K+].[K+], predict the reaction product. The product is: [N+:8]([C:7]1[C:2]([C:16]2[CH:17]=[CH:18][C:13]([CH:11]=[CH2:12])=[CH:14][CH:15]=2)=[N:3][CH:4]=[CH:5][CH:6]=1)([O-:10])=[O:9]. (9) Given the reactants [OH:1][CH:2]1[CH:7]([C:8]2[CH:13]=[CH:12][C:11]([O:14][CH2:15][CH2:16][CH2:17][O:18][CH2:19][C:20]3[S:21][CH:22]=[CH:23][CH:24]=3)=[CH:10][CH:9]=2)[CH2:6][CH2:5][N:4]([C:25]([O:27][C:28]([CH3:31])([CH3:30])[CH3:29])=[O:26])[CH2:3]1.Cl[CH2:33][C:34]1[CH:43]=[C:42]([O:44][CH3:45])[C:41]2[C:36](=[C:37]([O:46][CH3:47])[CH:38]=[CH:39][CH:40]=2)[CH:35]=1, predict the reaction product. The product is: [CH3:45][O:44][C:42]1[C:41]2[C:36](=[C:37]([O:46][CH3:47])[CH:38]=[CH:39][CH:40]=2)[CH:35]=[C:34]([CH2:33][O:1][CH:2]2[CH:7]([C:8]3[CH:9]=[CH:10][C:11]([O:14][CH2:15][CH2:16][CH2:17][O:18][CH2:19][C:20]4[S:21][CH:22]=[CH:23][CH:24]=4)=[CH:12][CH:13]=3)[CH2:6][CH2:5][N:4]([C:25]([O:27][C:28]([CH3:31])([CH3:30])[CH3:29])=[O:26])[CH2:3]2)[CH:43]=1. (10) Given the reactants [C:1]([O:4][C:5]1[CH:14]=[C:13](C(Br)Br)[C:12]([Br:18])=[CH:11][C:6]=1C(OC)=O)(=O)[CH3:2].[C:19](=[O:22])([O-])[O-:20].[Ca+2].[C:24](=[O:27])([O-])[O-].[K+].[K+].[F:30][C:31]1[CH:38]=[CH:37][C:34]([CH2:35]Br)=[CH:33][CH:32]=1, predict the reaction product. The product is: [Br:18][C:12]1[C:13]([CH:24]=[O:27])=[CH:14][C:5]([O:4][CH2:1][C:2]2[CH:37]=[CH:38][C:31]([F:30])=[CH:32][CH:33]=2)=[C:6]([CH:11]=1)[C:19]([O:20][CH2:35][C:34]1[CH:37]=[CH:38][C:31]([F:30])=[CH:32][CH:33]=1)=[O:22].